Dataset: Full USPTO retrosynthesis dataset with 1.9M reactions from patents (1976-2016). Task: Predict the reactants needed to synthesize the given product. (1) Given the product [C:1]([O:5][C:6]([NH:8][C:9]1[O:17][C:16]2[C:11](=[N:12][CH:13]=[C:14]([CH:18]3[CH2:23][CH2:22][O:21][CH2:20][CH2:19]3)[CH:15]=2)[C:10]=1[C:24]([OH:26])=[O:25])=[O:7])([CH3:4])([CH3:2])[CH3:3], predict the reactants needed to synthesize it. The reactants are: [C:1]([O:5][C:6]([NH:8][C:9]1[O:17][C:16]2[C:11](=[N:12][CH:13]=[C:14]([CH:18]3[CH2:23][CH2:22][O:21][CH2:20][CH2:19]3)[CH:15]=2)[C:10]=1[C:24]([O:26]CC)=[O:25])=[O:7])([CH3:4])([CH3:3])[CH3:2].O[Li].O.CO.Cl. (2) Given the product [NH2:9][C:10]1[N:15]=[C:14]([NH:1][C@@H:2]([CH2:6][CH2:7][CH3:8])[CH2:3][CH2:4][OH:5])[C:13]([CH2:17][C:18]2[CH:19]=[C:20]([CH2:25][C:26]#[N:27])[CH:21]=[CH:22][C:23]=2[F:24])=[C:12]([CH3:28])[N:11]=1, predict the reactants needed to synthesize it. The reactants are: [NH2:1][C@@H:2]([CH2:6][CH2:7][CH3:8])[CH2:3][CH2:4][OH:5].[NH2:9][C:10]1[N:15]=[C:14](Cl)[C:13]([CH2:17][C:18]2[CH:19]=[C:20]([CH2:25][C:26]#[N:27])[CH:21]=[CH:22][C:23]=2[F:24])=[C:12]([CH3:28])[N:11]=1. (3) Given the product [OH:29][C:26]([CH3:27])([CH3:28])[CH2:25][C@@:16]1([C:19]2[CH:20]=[CH:21][CH:22]=[CH:23][CH:24]=2)[O:15][C:14](=[O:30])[N:13]([C@H:11]([C:8]2[CH:9]=[CH:10][C:5]([C:4]#[C:3][C:2]([NH:1][C:35](=[O:36])[N:34]([CH3:38])[CH3:33])([CH3:31])[CH3:32])=[CH:6][CH:7]=2)[CH3:12])[CH2:18][CH2:17]1, predict the reactants needed to synthesize it. The reactants are: [NH2:1][C:2]([CH3:32])([CH3:31])[C:3]#[C:4][C:5]1[CH:10]=[CH:9][C:8]([C@@H:11]([N:13]2[CH2:18][CH2:17][C@:16]([CH2:25][C:26]([OH:29])([CH3:28])[CH3:27])([C:19]3[CH:24]=[CH:23][CH:22]=[CH:21][CH:20]=3)[O:15][C:14]2=[O:30])[CH3:12])=[CH:7][CH:6]=1.[CH3:33][N:34]([CH3:38])[C:35](Cl)=[O:36]. (4) Given the product [CH3:19][O:20][C:21](=[O:24])[CH:22]=[CH:23][C:7]1[CH:8]=[CH:9][C:4]([CH2:3][OH:12])=[CH:5][C:6]=1[CH3:11], predict the reactants needed to synthesize it. The reactants are: CO[C:3](=[O:12])[C:4]1[CH:9]=[CH:8][C:7](Br)=[C:6]([CH3:11])[CH:5]=1.[H-].[Al+3].[Li+].[H-].[H-].[H-].[CH3:19][O:20][C:21](=[O:24])[CH:22]=[CH2:23].C1(C)C=CC=CC=1P(C1C=CC=CC=1C)C1C=CC=CC=1C.C(N(CC)C(C)C)(C)C. (5) The reactants are: [NH2:1][CH2:2][C:3]1[CH:4]=[CH:5][C:6]([CH2:11][N:12]([CH2:23][C:24]2[C:29]([CH3:30])=[CH:28][CH:27]=[CH:26][N:25]=2)[CH:13]2[C:22]3[N:21]=[CH:20][CH:19]=[CH:18][C:17]=3[CH2:16][CH2:15][CH2:14]2)=[C:7]([CH2:9][OH:10])[CH:8]=1.CCN(CC)CC.[CH3:38][C:39](OC(C)=O)=[O:40].C([O-])(O)=O.[Na+]. Given the product [OH:10][CH2:9][C:7]1[CH:8]=[C:3]([CH:4]=[CH:5][C:6]=1[CH2:11][N:12]([CH2:23][C:24]1[C:29]([CH3:30])=[CH:28][CH:27]=[CH:26][N:25]=1)[CH:13]1[C:22]2[N:21]=[CH:20][CH:19]=[CH:18][C:17]=2[CH2:16][CH2:15][CH2:14]1)[CH2:2][NH:1][C:39](=[O:40])[CH3:38], predict the reactants needed to synthesize it.